This data is from Catalyst prediction with 721,799 reactions and 888 catalyst types from USPTO. The task is: Predict which catalyst facilitates the given reaction. (1) Reactant: [F:1][C:2]1[CH:34]=[CH:33][C:5]([CH2:6][O:7][CH2:8][CH:9]=[CH:10][CH2:11][C@@H:12]([O:24][C:25]2[CH:30]=[CH:29][C:28]([F:31])=[C:27]([CH3:32])[CH:26]=2)[C:13]([N:15]2[C@@H:19]([CH:20]([CH3:22])[CH3:21])[CH2:18][O:17][C:16]2=[O:23])=[O:14])=[CH:4][C:3]=1[CH3:35]. Product: [F:1][C:2]1[CH:34]=[CH:33][C:5]([CH2:6][O:7][CH2:8][CH2:9][CH2:10][CH2:11][C@@H:12]([O:24][C:25]2[CH:30]=[CH:29][C:28]([F:31])=[C:27]([CH3:32])[CH:26]=2)[C:13]([N:15]2[C@@H:19]([CH:20]([CH3:21])[CH3:22])[CH2:18][O:17][C:16]2=[O:23])=[O:14])=[CH:4][C:3]=1[CH3:35]. The catalyst class is: 48. (2) Reactant: C([O:3][C:4]([C:6]1[CH:7]=[N:8][N:9]2[C:14]([O:15][CH3:16])=[CH:13][CH:12]=[C:11]([CH2:17][OH:18])[C:10]=12)=[O:5])C.[OH-].[K+].O. Product: [OH:18][CH2:17][C:11]1[C:10]2[N:9]([N:8]=[CH:7][C:6]=2[C:4]([OH:5])=[O:3])[C:14]([O:15][CH3:16])=[CH:13][CH:12]=1. The catalyst class is: 8. (3) Reactant: [OH-].[K+].[C:3]([C:6]1[N:11]=[C:10]([C:12]2[CH:17]=[CH:16][C:15]([C:18]3[C:23]([F:24])=[CH:22][C:21]([CH2:25][C:26]([O:28]C)=[O:27])=[CH:20][C:19]=3[F:30])=[CH:14][CH:13]=2)[C:9]([CH3:31])=[N:8][C:7]=1[CH3:32])(=[O:5])[NH2:4].Cl. Product: [C:3]([C:6]1[N:11]=[C:10]([C:12]2[CH:13]=[CH:14][C:15]([C:18]3[C:23]([F:24])=[CH:22][C:21]([CH2:25][C:26]([OH:28])=[O:27])=[CH:20][C:19]=3[F:30])=[CH:16][CH:17]=2)[C:9]([CH3:31])=[N:8][C:7]=1[CH3:32])(=[O:5])[NH2:4]. The catalyst class is: 107. (4) Reactant: CCC(C)[BH-](C(C)CC)C(C)CC.[Li+].[CH2:15]([C@@H:18]1[C:23](=[O:24])[CH:22]=[CH:21][N:20]([C:25]2[CH:30]=[CH:29][C:28]([CH:31]([CH3:33])[CH3:32])=[CH:27][CH:26]=2)[C@H:19]1[C:34]1[CH:39]=[CH:38][C:37]([C:40]([F:43])([F:42])[F:41])=[CH:36][CH:35]=1)[CH:16]=[CH2:17]. Product: [CH2:15]([C@@H:18]1[C:23](=[O:24])[CH2:22][CH2:21][N:20]([C:25]2[CH:30]=[CH:29][C:28]([CH:31]([CH3:33])[CH3:32])=[CH:27][CH:26]=2)[C@H:19]1[C:34]1[CH:39]=[CH:38][C:37]([C:40]([F:43])([F:41])[F:42])=[CH:36][CH:35]=1)[CH:16]=[CH2:17]. The catalyst class is: 1. (5) Reactant: [O:1]=[C:2]1[N:7]([C:8]2[CH:13]=[CH:12][CH:11]=[CH:10][CH:9]=2)[C:6]([C:14]2[CH:19]=[CH:18][CH:17]=[CH:16][CH:15]=2)=[N:5][CH:4]=[C:3]1[C:20]([OH:22])=[O:21].C(Cl)(=O)C(Cl)=O.[C:29]1(=O)[CH2:34][CH2:33][CH2:32][C:31](=[O:35])[CH2:30]1.C(N(CC)CC)C.[Cl-].[NH4+]. Product: [O:1]=[C:2]1[N:7]([C:8]2[CH:13]=[CH:12][CH:11]=[CH:10][CH:9]=2)[C:6]([C:14]2[CH:15]=[CH:16][CH:17]=[CH:18][CH:19]=2)=[N:5][CH:4]=[C:3]1[C:20]([O:22][C:29]1[CH2:34][CH2:33][CH2:32][C:31](=[O:35])[CH:30]=1)=[O:21]. The catalyst class is: 120. (6) Reactant: [Cl:1][C:2]1[N:11]=[C:10](Cl)[C:9]2[C:4](=[CH:5][CH:6]=[CH:7][CH:8]=2)[N:3]=1.[N:13]1([CH2:19][CH2:20][NH2:21])[CH2:18][CH2:17][O:16][CH2:15][CH2:14]1. Product: [Cl:1][C:2]1[N:11]=[C:10]([NH:21][CH2:20][CH2:19][N:13]2[CH2:18][CH2:17][O:16][CH2:15][CH2:14]2)[C:9]2[C:4](=[CH:5][CH:6]=[CH:7][CH:8]=2)[N:3]=1. The catalyst class is: 27. (7) Reactant: [F:1][C:2]1[CH:7]=[CH:6][C:5]([NH:8][C:9]2[N:10]([CH3:28])[C:11]3[C:20]4[C:19](=[O:21])[NH:18][C:17]([CH:22]([OH:25])[CH:23]=[CH2:24])=[C:16]([CH3:26])[C:15]=4[CH:14]=[CH:13][C:12]=3[N:27]=2)=[C:4]([CH3:29])[CH:3]=1.C(N(CC)CC)C.[C:37](OC(=O)C)(=[O:39])[CH3:38].[Cl-].[NH4+]. Product: [F:1][C:2]1[CH:7]=[CH:6][C:5]([NH:8][C:9]2[N:10]([CH3:28])[C:11]3[C:20]4[C:19](=[O:21])[NH:18][C:17]([CH:22]([O:25][C:37](=[O:39])[CH3:38])[CH:23]=[CH2:24])=[C:16]([CH3:26])[C:15]=4[CH:14]=[CH:13][C:12]=3[N:27]=2)=[C:4]([CH3:29])[CH:3]=1. The catalyst class is: 251. (8) Reactant: Br[C:2]1[CH:7]=[CH:6][C:5]([N:8]2[C:12]3[N:13]=[CH:14][N:15]([CH2:18][C:19]4([OH:34])[CH2:24][CH2:23][N:22]([C:25]([C:27]5[CH:32]=[CH:31][C:30]([CH3:33])=[CH:29][CH:28]=5)=[O:26])[CH2:21][CH2:20]4)[C:16](=[O:17])[C:11]=3[CH:10]=[N:9]2)=[CH:4][CH:3]=1.C(=O)([O-])[O-].[K+].[K+].Cl.[CH2:42]([O:49][CH2:50][CH2:51][O:52][C:53]1[CH:54]=[N:55][NH:56][CH:57]=1)[C:43]1[CH:48]=[CH:47][CH:46]=[CH:45][CH:44]=1.CN[C@@H]1CCCC[C@H]1NC. Product: [CH2:42]([O:49][CH2:50][CH2:51][O:52][C:53]1[CH:57]=[N:56][N:55]([C:2]2[CH:7]=[CH:6][C:5]([N:8]3[C:12]4[N:13]=[CH:14][N:15]([CH2:18][C:19]5([OH:34])[CH2:24][CH2:23][N:22]([C:25]([C:27]6[CH:32]=[CH:31][C:30]([CH3:33])=[CH:29][CH:28]=6)=[O:26])[CH2:21][CH2:20]5)[C:16](=[O:17])[C:11]=4[CH:10]=[N:9]3)=[CH:4][CH:3]=2)[CH:54]=1)[C:43]1[CH:44]=[CH:45][CH:46]=[CH:47][CH:48]=1. The catalyst class is: 12. (9) Reactant: [CH2:1]=[CH:2][C:3]1[CH:8]=[CH:7][CH:6]=[CH:5][CH:4]=1.[C:9]([O:14][CH2:15][CH2:16][OH:17])(=[O:13])[C:10]([CH3:12])=[CH2:11].N(C(C)(C)C#N)=NC(C)(C)C#N. Product: [CH2:1]=[CH:2][C:3]1[CH:8]=[CH:7][CH:6]=[CH:5][CH:4]=1.[C:9]([O:14][CH2:15][CH2:16][OH:17])(=[O:13])[C:10]([CH3:12])=[CH2:11]. The catalyst class is: 11.